From a dataset of Forward reaction prediction with 1.9M reactions from USPTO patents (1976-2016). Predict the product of the given reaction. (1) Given the reactants [F:1][C:2]1([F:33])[CH2:4][CH:3]1[C:5]1[O:6][C:7]2[CH:17]=[C:16]([N:18]([CH3:23])[S:19]([CH3:22])(=[O:21])=[O:20])[C:15](B3OC(C)(C)C(C)(C)O3)=[CH:14][C:8]=2[C:9]=1[C:10]([NH:12][CH3:13])=[O:11].Cl[C:35]1[CH:36]=[CH:37][C:38]2[O:51][CH2:50][N:41]3[C:42]4[CH:43]=[CH:44][CH:45]=[C:46]([F:49])[C:47]=4[CH:48]=[C:40]3[C:39]=2[N:52]=1.CC(C1C=C(C(C)C)C(C2C=CC=CC=2P(C2CCCCC2)C2CCCCC2)=C(C(C)C)C=1)C.[O-]P([O-])([O-])=O.[K+].[K+].[K+], predict the reaction product. The product is: [F:33][C:2]1([F:1])[CH2:4][CH:3]1[C:5]1[O:6][C:7]2[CH:17]=[C:16]([N:18]([CH3:23])[S:19]([CH3:22])(=[O:20])=[O:21])[C:15]([C:35]3[CH:36]=[CH:37][C:38]4[O:51][CH2:50][N:41]5[C:42]6[CH:43]=[CH:44][CH:45]=[C:46]([F:49])[C:47]=6[CH:48]=[C:40]5[C:39]=4[N:52]=3)=[CH:14][C:8]=2[C:9]=1[C:10]([NH:12][CH3:13])=[O:11]. (2) Given the reactants [Cl:1][C:2]1[CH:29]=[C:28]([Cl:30])[CH:27]=[CH:26][C:3]=1[CH2:4][N:5]1[C:9]([CH2:10][CH2:11][CH2:12][O:13][C:14]2[N:15]=[C:16]([CH3:21])[S:17][C:18]=2[CH2:19]O)=[CH:8][C:7]([O:22][CH:23]([CH3:25])[CH3:24])=[N:6]1.CC(C)(O)[C:33]#[N:34].C(P(CCCC)CCCC)CCC.N(C(N1CCCCC1)=O)=NC(N1CCCCC1)=O, predict the reaction product. The product is: [Cl:1][C:2]1[CH:29]=[C:28]([Cl:30])[CH:27]=[CH:26][C:3]=1[CH2:4][N:5]1[C:9]([CH2:10][CH2:11][CH2:12][O:13][C:14]2[N:15]=[C:16]([CH3:21])[S:17][C:18]=2[CH2:19][C:33]#[N:34])=[CH:8][C:7]([O:22][CH:23]([CH3:24])[CH3:25])=[N:6]1. (3) Given the reactants Br[C:2]1[C:7](=[O:8])[N:6]2[CH:9]=[C:10]([CH3:13])[CH:11]=[CH:12][C:5]2=[N:4][C:3]=1[CH2:14][CH2:15][CH2:16][CH3:17].BrC1C(=O)N2C=CC=CC2=NC=1CCCC.[Cl:34][C:35]1[CH:40]=[CH:39][C:38](B(O)O)=[CH:37][CH:36]=1.COC1C=CC(B(O)O)=CC=1, predict the reaction product. The product is: [CH2:14]([C:3]1[N:4]=[C:5]2[CH:12]=[CH:11][C:10]([CH3:13])=[CH:9][N:6]2[C:7](=[O:8])[C:2]=1[C:38]1[CH:39]=[CH:40][C:35]([Cl:34])=[CH:36][CH:37]=1)[CH2:15][CH2:16][CH3:17].